Dataset: Full USPTO retrosynthesis dataset with 1.9M reactions from patents (1976-2016). Task: Predict the reactants needed to synthesize the given product. (1) Given the product [C:23]1([C:31]2[CH:36]=[CH:35][CH:34]=[CH:33][CH:32]=2)[CH:28]=[CH:27][CH:26]=[C:25]([CH2:29][NH:30][C:17]([C:14]([CH3:15])([O:13][C:10]2[CH:9]=[CH:8][C:7]([CH2:6][C@H:5]([O:20][CH3:21])[C:4]([OH:3])=[O:22])=[CH:12][CH:11]=2)[CH3:16])=[O:19])[CH:24]=1, predict the reactants needed to synthesize it. The reactants are: C([O:3][C:4](=[O:22])[C@@H:5]([O:20][CH3:21])[CH2:6][C:7]1[CH:12]=[CH:11][C:10]([O:13][C:14]([C:17]([OH:19])=O)([CH3:16])[CH3:15])=[CH:9][CH:8]=1)C.[C:23]1([C:31]2[CH:36]=[CH:35][CH:34]=[CH:33][CH:32]=2)[CH:28]=[CH:27][CH:26]=[C:25]([CH2:29][NH2:30])[CH:24]=1.C(O[C@@H](CC1C=CC(O[C@@H](C(=O)NCCC2C=CC(OC3C=CC=CC=3)=CC=2)C)=CC=1)C(O)=O)C. (2) Given the product [Cl:25][CH2:26][CH2:27][CH2:28][CH:29]([C:33]1[C:38]([F:39])=[CH:37][C:36]([F:40])=[CH:35][C:34]=1[F:41])[C:30]([NH:44][NH:43][C:42]([O:46][C:47]([CH3:50])([CH3:49])[CH3:48])=[O:45])=[O:32], predict the reactants needed to synthesize it. The reactants are: C(N(C(C)C)CC)(C)C.C1N(P(Cl)(N2C(=O)OCC2)=O)C(=O)OC1.[Cl:25][CH2:26][CH2:27][CH2:28][CH:29]([C:33]1[C:38]([F:39])=[CH:37][C:36]([F:40])=[CH:35][C:34]=1[F:41])[C:30]([OH:32])=O.[C:42]([O:46][C:47]([CH3:50])([CH3:49])[CH3:48])(=[O:45])[NH:43][NH2:44].Cl.